This data is from Forward reaction prediction with 1.9M reactions from USPTO patents (1976-2016). The task is: Predict the product of the given reaction. Given the reactants [Br:1][C:2]1[C:7]([F:8])=[CH:6][C:5]([OH:9])=[C:4]([F:10])[CH:3]=1.C([O-])([O-])=O.[Cs+].[Cs+].[CH2:17](Br)[C:18]1[CH:23]=[CH:22][CH:21]=[CH:20][CH:19]=1, predict the reaction product. The product is: [C:18]1([CH2:17][O:9][C:5]2[CH:6]=[C:7]([F:8])[C:2]([Br:1])=[CH:3][C:4]=2[F:10])[CH:23]=[CH:22][CH:21]=[CH:20][CH:19]=1.